From a dataset of B-cell epitopes from IEDB database with 3,159 antigens for binding position prediction. Token-level Classification. Given an antigen amino acid sequence, predict which amino acid positions are active epitope sites capable of antibody binding. Output is a list of indices for active positions. (1) Given the antigen sequence: MRHKRSTRRKRASATQLYQTCKATGTCPPDVIPKVEGSTIADQILKYGSLGVFFGGLGIGTGSGSGGRTGYVPIGTTPPTAAIPLQPIRPPVTVDTVGPLDSSIVSLIEETSFIEAGAPAPSIPTPSGFDVTTSADTTPAIINVSSVGESSIQTISTHLNPTFTEPSVLHPPAPAEASGHFIFSSPTVSTQSYENIPMDTFVVSTDSSNVTSSTPIPGSRPVARLGLYSRNTQQVKVVDPAFLTSPHKLITYDNPAFESFDPEDTLQFQHSDISPAPDPDFLDIIALHRPAITSRRHTVRFSRVGQKATLKTRSGKQIGARIHYYQDLSPIVPLDRTVPNEQYELQPLHHTSTSSYSINNGLYDVYADDVDTVHTPMQHSYSTFATTRTSNVSIPLNTGFDTPVMSGPDIPSPLFPTSSPFVPISPFFPFDTIVVDGADFVLHPSYFILRRRRKRFPYFFTDVRVAA, which amino acid positions are active epitope sites? The epitope positions are: [162, 163, 164, 165, 166, 167, 168, 169]. The amino acids at these positions are: FTEPSVLH. (2) Given the antigen sequence: MGGWSSKPRKGMGTNLSVPNPLGFLPDHQLDPAFGANSNNPDWDFNPNKDHWPEANQVGVGAFGPGFTPPHGGVLGWSPQAQGILTTLPTAPPPASTNRQSGRQPTPISPPLRDRHPQAMQWNSTAFHKVLQDPRVRGLYLPAGGSSSGTLNPVPNIASHISSISSTTGDPVPNMENITSGFLGPLLALQAGFFLLTRILTIPQSLDSWWTSLNFLGGSPVCLGQNSQSPTSNHSPTSCPPICPGYRWMCLRRFIIFLFILLLCLIFLLVLLDYKGMLPVCPLIPGSTTTSTGPCKTCTTPAQGNSMFPSCCCTKPTDGNCTCIPIPSSWAFAKYLWEWASVRFSWLSLLVPFVQWFVGLSPTVWLSAIWMMWYWGPSLYNILSPLFIAPLPIFFCLWVYI, which amino acid positions are active epitope sites? The epitope positions are: [134, 135, 136, 137, 138, 139, 140, 141, 142, 143, 144, 145]. The amino acids at these positions are: RVRGLYLPAGGS. (3) Given the antigen sequence: EPHSLRYNLTVLSWDGSVQSGFLAEVHLDGQPFLRYDRQKCRAKPQGQWAEDVLGNKTWDRETRDLTGNGKDLRMTLAHIKDQKEGLHSLQEIRVCEIHEDNSTRSSQHFYYDGELFLSQNVETEEWTVPQSSRAQTLAMNVRNFLKEDAMKTKTHYHAMHADCLQELRRYLESSVVLRRRVPPMVNVTRSEASEGNITVTCRASSFYPRNITLTWRQDGVSLSHDTQQWGDVLPDGNGTYQTWVATRICQGEEQRFTCYMEHSGNHSTHPVPS, which amino acid positions are active epitope sites? The epitope positions are: [139, 140, 141, 142, 143, 144, 145, 146, 147, 148, 149, 150, 151, 152, 153, 154, 155, 156, 157, 158... (21 total positions)]. The amino acids at these positions are: MNVRNFLKEDAMKTKTHYHAM. (4) Given the antigen sequence: MGDMRDHEEVLEIPDRDSEEELENIIGQIAYRDLTIPVTEMQDPEALPTEQTATDYVPSSTSTPHPSSGQVYVELQELMMDQRNQELQWVEAAHWIGLEENLREDGVWGRPHLSYLTFWSLLELQKVFSKGTFLLGLAETSLAGVANHLLDCFIYEDQIRPQDREELLRALLLKRSHAEDLGNLEGVKPAVLTRSGGASEPLLPHQPSLETQLYCGQAEGGSEGPSTSGTLKIPPDSETTLVLVGRANFLEKPVLGFVRLKEAVPLEDLVLPEPVGFLLVLLGPEAPHVDYTQLGRAAATLMTERVFRITASMAHNREELLRSLESFLDCSLVLPPTDAPSEKALLNLVPVQKELLRRRYLPSPAKPDPNLYNTLDLNGGKGGPGDEDDPLRRTGRIFGGLIRDIRRRYPYYLSDITDALSPQVLAAVIFIYFAALSPAVTFGGLLGEKTRNLMGVSELLISTAVQGILFALLGAQPLLVLGFSGPLLVFEEAFFSFCES..., which amino acid positions are active epitope sites? The epitope positions are: [860, 861, 862, 863, 864, 865, 866, 867, 868, 869, 870, 871, 872, 873]. The amino acids at these positions are: CLAVLWVVKSTPAS. (5) Given the antigen sequence: QLHLMLLAILLWTGSCRVAGGENVVANESLPQYFHWGPKDPHTITLFWEVTKLHKHYAEQIDLEAKLPKNDSIVQNMVNFPVGKASVGGLSANTAYEVTVRAYAKGSSEIIYNGTIVTSSADMPASTTTMHSSTSEGEMSTYGGTEESVVTASRSAFNCATSAIIFTCVVIVLA, which amino acid positions are active epitope sites? The epitope positions are: [142, 143, 144, 145, 146, 147, 148, 149, 150, 151, 152, 153, 154]. The amino acids at these positions are: GGTEESVVTASRS. (6) Given the antigen sequence: MSRKSGSRSSSKRSKKSGGGSNVFDMFTQRQVAEFKEGFQLMDRDKDGVIGKTDLRGTFDEIGRIATDQELDEMLADAPAPINFTMLLNMFAERQTGESDDDDVVAKAFLAFADEEGNIDCDTFRHALMTWGDKFSSQEADDALDQMDIDDGGKIDVQGVIQMLTAGGGDDAAAEEA, which amino acid positions are active epitope sites? The epitope positions are: [36, 37, 38, 39, 40, 41, 42, 43, 44, 45, 46, 47, 48, 49, 50]. The amino acids at these positions are: EGFQLMDRDKDGVIG.